Dataset: Forward reaction prediction with 1.9M reactions from USPTO patents (1976-2016). Task: Predict the product of the given reaction. (1) Given the reactants [C:1]([O:5][C:6](=[O:9])[CH2:7][NH2:8])([CH3:4])([CH3:3])[CH3:2].C(N(CC)CC)C.[CH2:17]([O:24][C:25](=[O:28])[CH2:26]Br)[C:18]1[CH:23]=[CH:22][CH:21]=[CH:20][CH:19]=1, predict the reaction product. The product is: [C:1]([O:5][C:6](=[O:9])[CH2:7][NH:8][CH2:26][C:25]([O:24][CH2:17][C:18]1[CH:23]=[CH:22][CH:21]=[CH:20][CH:19]=1)=[O:28])([CH3:4])([CH3:3])[CH3:2]. (2) Given the reactants [F-].[K+].[CH2:3]([O:5][C:6](=[O:34])[C:7]([F:33])([F:32])[C@@:8]([C:17]1[C:22]([F:23])=[C:21]([Si](CC)(CC)CC)[CH:20]=[C:19]([Br:31])[N:18]=1)([NH:10][S@@:11]([C:13]([CH3:16])([CH3:15])[CH3:14])=[O:12])[CH3:9])[CH3:4].C(O)(=O)C.CN(C=O)C, predict the reaction product. The product is: [CH2:3]([O:5][C:6](=[O:34])[C:7]([F:32])([F:33])[C@@:8]([C:17]1[C:22]([F:23])=[CH:21][CH:20]=[C:19]([Br:31])[N:18]=1)([NH:10][S@@:11]([C:13]([CH3:16])([CH3:14])[CH3:15])=[O:12])[CH3:9])[CH3:4]. (3) Given the reactants [F:1][C:2]([F:39])([F:38])[C:3]1[CH:4]=[C:5]([C@H:13]2[O:17][C:16](=[O:18])[N:15]([CH2:19][C:20]3[C:25](B4OC(C)(C)C(C)(C)O4)=[CH:24][N:23]=[C:22]([S:35][CH3:36])[N:21]=3)[C@H:14]2[CH3:37])[CH:6]=[C:7]([C:9]([F:12])([F:11])[F:10])[CH:8]=1.Br[C:41]1[S:45][C:44]([C:46]2[CH:54]=[CH:53][C:49]([C:50]([OH:52])=[O:51])=[CH:48][C:47]=2[CH3:55])=[N:43][C:42]=1[C:56]([CH3:59])([CH3:58])[CH3:57].P([O-])([O-])([O-])=O.[K+].[K+].[K+], predict the reaction product. The product is: [F:1][C:2]([F:39])([F:38])[C:3]1[CH:4]=[C:5]([C@H:13]2[O:17][C:16](=[O:18])[N:15]([CH2:19][C:20]3[C:25]([C:41]4[S:45][C:44]([C:46]5[CH:54]=[CH:53][C:49]([C:50]([OH:52])=[O:51])=[CH:48][C:47]=5[CH3:55])=[N:43][C:42]=4[C:56]([CH3:59])([CH3:58])[CH3:57])=[CH:24][N:23]=[C:22]([S:35][CH3:36])[N:21]=3)[C@H:14]2[CH3:37])[CH:6]=[C:7]([C:9]([F:10])([F:12])[F:11])[CH:8]=1. (4) Given the reactants Cl[C:2]1[N:11]=[CH:10][C:9]2[N:8]([CH2:12][CH:13]3[CH2:15][CH2:14]3)[C:7](=[O:16])[C:6]3([CH3:21])[CH2:17][O:18][CH2:19][CH2:20][N:5]3[C:4]=2[N:3]=1.O1CCOCC1.[CH3:28][NH:29][C:30]([NH:32][C:33]1[CH:38]=[CH:37][C:36](B2OC(C)(C)C(C)(C)O2)=[CH:35][CH:34]=1)=[O:31].C([O-])(O)=O.[Na+], predict the reaction product. The product is: [CH:13]1([CH2:12][N:8]2[C:7](=[O:16])[C:6]3([CH3:21])[CH2:17][O:18][CH2:19][CH2:20][N:5]3[C:4]3[N:3]=[C:2]([C:36]4[CH:35]=[CH:34][C:33]([NH:32][C:30]([NH:29][CH3:28])=[O:31])=[CH:38][CH:37]=4)[N:11]=[CH:10][C:9]2=3)[CH2:15][CH2:14]1. (5) Given the reactants [NH2:1][CH:2]([CH2:12][C:13]1[CH:18]=[CH:17][CH:16]=[C:15]([O:19][C:20]([F:25])([F:24])[CH:21]([F:23])[F:22])[CH:14]=1)[CH:3]([C:5]1[CH:10]=[CH:9][C:8]([F:11])=[CH:7][CH:6]=1)[OH:4].[CH2:26]([CH:28]([CH2:39][CH3:40])[CH2:29][C:30]1([C:36](O)=[O:37])[CH2:35][CH2:34][CH2:33][CH2:32][CH2:31]1)[CH3:27].O.ON1C2C=CC=CC=2N=N1.Cl.C(N=C=NCCCN(C)C)C, predict the reaction product. The product is: [CH2:39]([CH:28]([CH2:26][CH3:27])[CH2:29][C:30]1([C:36]([NH:1][CH:2]([CH2:12][C:13]2[CH:18]=[CH:17][CH:16]=[C:15]([O:19][C:20]([F:25])([F:24])[CH:21]([F:23])[F:22])[CH:14]=2)[CH:3]([C:5]2[CH:10]=[CH:9][C:8]([F:11])=[CH:7][CH:6]=2)[OH:4])=[O:37])[CH2:35][CH2:34][CH2:33][CH2:32][CH2:31]1)[CH3:40]. (6) Given the reactants Cl.[CH3:2][C@H:3]1[CH2:8][NH:7][CH2:6][CH2:5][N:4]1[S:9]([C:12]1[CH:17]=[CH:16][C:15]([C:18]([F:21])([F:20])[F:19])=[CH:14][CH:13]=1)(=[O:11])=[O:10].C1C=CC2N(O)N=NC=2C=1.O.CN(C(ON1N=NC2C=CC=CC1=2)=[N+](C)C)C.F[P-](F)(F)(F)(F)F.[CH3:57][C:58]1[N:63]=[CH:62][C:61]([C:64]([OH:66])=[O:65])=[CH:60][CH:59]=1.CCN(C(C)C)C(C)C, predict the reaction product. The product is: [CH:64]([OH:66])=[O:65].[CH3:2][C@H:3]1[CH2:8][N:7]([C:64]([C:61]2[CH:62]=[N:63][C:58]([CH3:57])=[CH:59][CH:60]=2)=[O:65])[CH2:6][CH2:5][N:4]1[S:9]([C:12]1[CH:13]=[CH:14][C:15]([C:18]([F:21])([F:19])[F:20])=[CH:16][CH:17]=1)(=[O:11])=[O:10]. (7) Given the reactants [CH:1]1([CH:7]=O)[CH2:6][CH2:5][CH2:4][CH2:3][CH2:2]1.[N+:9]([CH3:12])([O-:11])=[O:10].CC(C)([O-])C.[K+].FC(F)(F)C(OC(=O)C(F)(F)F)=O.C(N(CC)CC)C, predict the reaction product. The product is: [N+:9](/[CH:12]=[CH:7]/[CH:1]1[CH2:6][CH2:5][CH2:4][CH2:3][CH2:2]1)([O-:11])=[O:10].